This data is from Full USPTO retrosynthesis dataset with 1.9M reactions from patents (1976-2016). The task is: Predict the reactants needed to synthesize the given product. (1) Given the product [NH2:8][C:9]1[CH:17]=[CH:16][C:12]([C:13]([O:15][CH3:1])=[O:14])=[CH:11][N:10]=1, predict the reactants needed to synthesize it. The reactants are: [CH3:1][Si](C=[N+]=[N-])(C)C.[NH2:8][C:9]1[CH:17]=[CH:16][C:12]([C:13]([OH:15])=[O:14])=[CH:11][N:10]=1.C(Cl)(Cl)Cl.CO. (2) Given the product [C:25]([NH:29][C:10]([C:8]1[CH:7]=[CH:6][CH:5]=[C:4]2[C:9]=1[NH:1][N:2]=[CH:3]2)=[O:12])([CH3:28])([CH3:27])[CH3:26], predict the reactants needed to synthesize it. The reactants are: [NH:1]1[C:9]2[C:4](=[CH:5][CH:6]=[CH:7][C:8]=2[C:10]([OH:12])=O)[CH:3]=[N:2]1.C1N=CN(C(N2C=NC=C2)=O)C=1.[C:25]([NH2:29])([CH3:28])([CH3:27])[CH3:26].O. (3) The reactants are: [OH:1][C:2]1[C:3](=[O:13])[C:4]2[C:9]([C:10](=[O:12])[CH:11]=1)=[CH:8][CH:7]=[CH:6][CH:5]=2.[H-].[Li+].[H][H].C(Br)[CH:19]=[CH:20][C:21]1[CH:26]=CC=C[CH:22]=1.[Li+].[I-].Cl. Given the product [CH3:22][C:21]([CH3:26])=[CH:20][CH2:19][C:11]1[C:10](=[O:12])[C:9]2[CH:8]=[CH:7][CH:6]=[CH:5][C:4]=2[C:3](=[O:13])[C:2]=1[OH:1], predict the reactants needed to synthesize it. (4) Given the product [ClH:13].[CH2:6]([C:11]1[CH:12]=[C:7]([CH:8]=[C:9]([CH2:22][CH:17]([CH3:16])[CH3:18])[N:10]=1)[C:6]([OH:5])=[O:15])[CH:7]([CH3:12])[CH3:8], predict the reactants needed to synthesize it. The reactants are: C([O:5][C:6](=[O:15])[C:7]1[CH:12]=[C:11]([Cl:13])[N:10]=[C:9](Cl)[CH:8]=1)(C)(C)C.[C:16](O)(=O)[C:17]1[CH:22]=CN=C[CH:18]=1.